This data is from Full USPTO retrosynthesis dataset with 1.9M reactions from patents (1976-2016). The task is: Predict the reactants needed to synthesize the given product. (1) Given the product [CH3:1][O:2][C:3]1[C:25]([O:26][CH3:27])=[CH:24][C:6]2[C:7]3[N:12]([CH:13]([CH2:15][CH2:16][CH3:17])[CH2:14][C:5]=2[CH:4]=1)[CH:11]=[C:10]([C:18]([O:20][CH2:21][CH3:22])=[O:19])[C:9](=[O:23])[CH:8]=3, predict the reactants needed to synthesize it. The reactants are: [CH3:1][O:2][C:3]1[C:25]([O:26][CH3:27])=[CH:24][C:6]2[CH:7]3[N:12]([CH:13]([CH2:15][CH2:16][CH3:17])[CH2:14][C:5]=2[CH:4]=1)[CH:11]=[C:10]([C:18]([O:20][CH2:21][CH3:22])=[O:19])[C:9](=[O:23])[CH2:8]3.C1(Cl)C(=O)C(Cl)=C(Cl)C(=O)C=1Cl. (2) Given the product [CH3:19][O:5][C:4](=[O:6])[C:3]1[CH:7]=[CH:8][N:9]=[CH:10][C:2]=1[OH:1], predict the reactants needed to synthesize it. The reactants are: [OH:1][C:2]1[CH:10]=[N:9][CH:8]=[CH:7][C:3]=1[C:4]([OH:6])=[O:5].CO.OS(O)(=O)=O.Cl[CH2:19]CCl. (3) Given the product [CH3:23][O:24][C:25](=[O:44])[CH2:26][C:27]1[CH:28]=[C:29]([C:2]2[CH:21]=[CH:20][C:19]([F:22])=[CH:18][C:3]=2[CH2:4][N:5]2[C@@H:9]([CH3:10])[C@@H:8]([C:11]3[CH:16]=[CH:15][CH:14]=[CH:13][CH:12]=3)[O:7][C:6]2=[O:17])[C:30]([O:33][CH3:34])=[CH:31][CH:32]=1, predict the reactants needed to synthesize it. The reactants are: Br[C:2]1[CH:21]=[CH:20][C:19]([F:22])=[CH:18][C:3]=1[CH2:4][N:5]1[C@@H:9]([CH3:10])[C@@H:8]([C:11]2[CH:16]=[CH:15][CH:14]=[CH:13][CH:12]=2)[O:7][C:6]1=[O:17].[CH3:23][O:24][C:25](=[O:44])[CH2:26][C:27]1[CH:32]=[CH:31][C:30]([O:33][CH3:34])=[C:29](B2OC(C)(C)C(C)(C)O2)[CH:28]=1. (4) Given the product [C:1]([N:4]1[C:13]2[C:8](=[CH:9][C:10]([C:14]([NH:60][CH2:59][CH2:58][S:55]([CH3:54])(=[O:57])=[O:56])=[O:15])=[CH:11][CH:12]=2)[C@H:7]([NH:17][C:18]2[CH:23]=[CH:22][CH:21]=[C:20]([CH3:24])[N:19]=2)[C@@H:6]([CH3:25])[C@@H:5]1[CH:26]1[CH2:28][CH2:27]1)(=[O:3])[CH3:2], predict the reactants needed to synthesize it. The reactants are: [C:1]([N:4]1[C:13]2[C:8](=[CH:9][C:10]([C:14](O)=[O:15])=[CH:11][CH:12]=2)[C@H:7]([NH:17][C:18]2[CH:23]=[CH:22][CH:21]=[C:20]([CH3:24])[N:19]=2)[C@@H:6]([CH3:25])[C@@H:5]1[CH:26]1[CH2:28][CH2:27]1)(=[O:3])[CH3:2].CN(C(ON1N=NC2C=CC=NC1=2)=[N+](C)C)C.F[P-](F)(F)(F)(F)F.Cl.[CH3:54][S:55]([CH2:58][CH2:59][NH2:60])(=[O:57])=[O:56].CCN(C(C)C)C(C)C.